Dataset: Catalyst prediction with 721,799 reactions and 888 catalyst types from USPTO. Task: Predict which catalyst facilitates the given reaction. Reactant: [NH2:1][C:2]1[CH:34]=[CH:33][C:5]([C:6]([O:8][CH2:9][CH2:10][O:11][C:12](=[O:32])[CH2:13][CH2:14][C@H:15]([N:19]2[C:31]3[CH:30]=[CH:29][CH:28]=[CH:27][C:26]=3[C:25]3[C:20]2=[CH:21][CH:22]=[CH:23][CH:24]=3)[C:16]([OH:18])=[O:17])=[O:7])=[CH:4][CH:3]=1.Cl.N([O-])=O.[Na+].[N-:40]=[N+:41]=[N-].[Na+]. Product: [N:1]([C:2]1[CH:3]=[CH:4][C:5]([C:6]([O:8][CH2:9][CH2:10][O:11][C:12](=[O:32])[CH2:13][CH2:14][C@H:15]([N:19]2[C:20]3[CH:21]=[CH:22][CH:23]=[CH:24][C:25]=3[C:26]3[C:31]2=[CH:30][CH:29]=[CH:28][CH:27]=3)[C:16]([OH:18])=[O:17])=[O:7])=[CH:33][CH:34]=1)=[N+:40]=[N-:41]. The catalyst class is: 95.